From a dataset of Reaction yield outcomes from USPTO patents with 853,638 reactions. Predict the reaction yield, written as a fraction of the theoretical maximum amount of product (1.0 means a 100% yield; for example, 0.34 means a 34% yield). (1) The reactants are [N+:1]([C:4]1[CH:5]=[C:6]([CH:14]=[CH:15][CH:16]=1)[O:7][CH2:8][C:9](OCC)=[O:10])([O-:3])=[O:2].Cl.CN.[CH:20]([N:23](C(C)C)CC)(C)C. The catalyst is CO.O. The product is [CH3:20][NH:23][C:9](=[O:10])[CH2:8][O:7][C:6]1[CH:14]=[CH:15][CH:16]=[C:4]([N+:1]([O-:3])=[O:2])[CH:5]=1. The yield is 0.950. (2) The reactants are Cl[C:2]1[N:7]=[C:6](Cl)[CH:5]=[C:4]([Cl:9])[N:3]=1.[CH3:10][O-:11].[Na+].[CH3:13][OH:14]. No catalyst specified. The product is [Cl:9][C:4]1[CH:5]=[C:6]([O:11][CH3:10])[N:7]=[C:2]([O:14][CH3:13])[N:3]=1. The yield is 0.984. (3) The reactants are [OH-].[Na+].[CH3:3][C:4]([CH3:37])([CH2:9][O:10][C:11]1[CH:16]=[CH:15][C:14]([C:17]2[CH:26]=[C:25]3[C:20]([C:21]([C:28](=[O:36])[NH:29][C:30]4[CH:35]=[CH:34][CH:33]=[CH:32][CH:31]=4)=[CH:22][C:23]([CH3:27])=[N:24]3)=[CH:19][CH:18]=2)=[CH:13][N:12]=1)[C:5]([O:7]C)=[O:6].O1CCCC1.Cl. The catalyst is CO. The product is [CH3:3][C:4]([CH3:37])([CH2:9][O:10][C:11]1[CH:16]=[CH:15][C:14]([C:17]2[CH:26]=[C:25]3[C:20]([C:21]([C:28](=[O:36])[NH:29][C:30]4[CH:35]=[CH:34][CH:33]=[CH:32][CH:31]=4)=[CH:22][C:23]([CH3:27])=[N:24]3)=[CH:19][CH:18]=2)=[CH:13][N:12]=1)[C:5]([OH:7])=[O:6]. The yield is 0.600. (4) The reactants are [Si]([O:8][CH2:9][C:10]1[N:11]([CH3:44])[C:12]2[CH:13]=[C:14]3[CH2:23][CH2:22][CH2:21][C:20]4[CH:24]=[C:25]([C:40]([O:42][CH3:43])=[O:41])[C:26](=[O:39])[N:27]([CH2:28][C:29]5[CH:34]=[CH:33][C:32]([O:35][CH3:36])=[CH:31][C:30]=5[O:37][CH3:38])[C:19]=4[C:15]3=[CH:16][C:17]=2[CH:18]=1)(C(C)(C)C)(C)C.CCCC[N+](CCCC)(CCCC)CCCC.[F-]. The catalyst is C1COCC1. The product is [CH3:38][O:37][C:30]1[CH:31]=[C:32]([O:35][CH3:36])[CH:33]=[CH:34][C:29]=1[CH2:28][N:27]1[C:19]2[C:15]3=[CH:16][C:17]4[CH:18]=[C:10]([CH2:9][OH:8])[N:11]([CH3:44])[C:12]=4[CH:13]=[C:14]3[CH2:23][CH2:22][CH2:21][C:20]=2[CH:24]=[C:25]([C:40]([O:42][CH3:43])=[O:41])[C:26]1=[O:39]. The yield is 1.00. (5) The reactants are [CH2:1]([O:8][C:9]([N:11]1[CH2:16][CH2:15][CH:14]([C:17](=[O:26])[NH:18][C:19]2[CH:24]=[C:23](Cl)[N:22]=[CH:21][N:20]=2)[CH2:13][CH2:12]1)=[O:10])[C:2]1[CH:7]=[CH:6][CH:5]=[CH:4][CH:3]=1.[CH:27]1([CH2:30][O:31][C:32]2[CH:37]=[CH:36][CH:35]=[CH:34][C:33]=2B(O)O)[CH2:29][CH2:28]1.C1(P(C2C=CC=CC=2)C2C=CC=CC=2)C=CC=CC=1. The catalyst is C(=O)([O-])[O-].[Na+].[Na+].O1CCOCC1.C([O-])(=O)C.[Pd+2].C([O-])(=O)C. The product is [CH2:1]([O:8][C:9]([N:11]1[CH2:16][CH2:15][CH:14]([C:17](=[O:26])[NH:18][C:19]2[CH:24]=[C:23]([C:37]3[CH:36]=[CH:35][CH:34]=[CH:33][C:32]=3[O:31][CH2:30][CH:27]3[CH2:28][CH2:29]3)[N:22]=[CH:21][N:20]=2)[CH2:13][CH2:12]1)=[O:10])[C:2]1[CH:7]=[CH:6][CH:5]=[CH:4][CH:3]=1. The yield is 0.350.